From a dataset of Catalyst prediction with 721,799 reactions and 888 catalyst types from USPTO. Predict which catalyst facilitates the given reaction. Reactant: [C:1]1([C:7]([C:11]2[CH:16]=[CH:15][CH:14]=[CH:13][CH:12]=2)=CC#N)[CH:6]=[CH:5][CH:4]=[CH:3][CH:2]=1.[OH-:17].[Na+].Cl.[CH2:20]([OH:23])[CH2:21]O. Product: [C:1]1([C:7]([C:11]2[CH:16]=[CH:15][CH:14]=[CH:13][CH:12]=2)=[CH:21][C:20]([OH:23])=[O:17])[CH:6]=[CH:5][CH:4]=[CH:3][CH:2]=1. The catalyst class is: 6.